From a dataset of Forward reaction prediction with 1.9M reactions from USPTO patents (1976-2016). Predict the product of the given reaction. Given the reactants [H][H].C(OC([N:13]1[CH2:19][CH2:18][CH2:17][C@H:16]([NH:20][C:21]([N:23]2[CH2:29][CH2:28][C@@H:27]3[C@H:24]2[C:25](=[O:34])[N:26]3[S:30]([OH:33])(=[O:32])=[O:31])=[O:22])[CH2:15][CH2:14]1)=O)C1C=CC=CC=1.CC(O)C, predict the reaction product. The product is: [NH:13]1[CH2:19][CH2:18][CH2:17][C@H:16]([NH:20][C:21]([N:23]2[CH2:29][CH2:28][C@@H:27]3[C@H:24]2[C:25](=[O:34])[N:26]3[S:30]([OH:33])(=[O:32])=[O:31])=[O:22])[CH2:15][CH2:14]1.